Dataset: Experimentally validated miRNA-target interactions with 360,000+ pairs, plus equal number of negative samples. Task: Binary Classification. Given a miRNA mature sequence and a target amino acid sequence, predict their likelihood of interaction. (1) The miRNA is hsa-miR-215-5p with sequence AUGACCUAUGAAUUGACAGAC. The protein sequence of the target gene is MAAASYDQLLKQVEALKMENSNLRQELEDNSNHLTKLETEASNMKEVLKQLQGSIEDEAMASSGQIDLLERLKELNLDSSNFPGVKLRSKMSLRSYGSREGSVSSRSGECSPVPMGSFPRRGFVNGSRESTGYLEELEKERSLLLADLDKEEKEKDWYYAQLQNLTKRIDSLPLTENFSLQTDMTRRQLEYEARQIRVAMEEQLGTCQDMEKRAQRRIARIQQIEKDILRIRQLLQSQATEAERSSQNKHETGSHDAERQNEGQGVGEINMATSGNGQGSTTRMDHETASVLSSSSTHSA.... Result: 1 (interaction). (2) The miRNA is hsa-miR-1253 with sequence AGAGAAGAAGAUCAGCCUGCA. The protein sequence of the target gene is MGKDQELLEAARTGNVALVEKLLSGRKGGILGGGSGPLPLSNLLSIWRGPNVNCTDSSGYTALHHAALNGHKDIVLKLLQYEASTNVADNKGYFPIHLAAWKGDVEIVKILIHHGPSHSRVNEQNNENETALHCAAQYGHSEVVAVLLEELTDPTIRNSKLETPLDLAALYGRLRVVKMIISAHPNLMSCNTRKHTPLHLAARNGHKAVVQVLLEAGMDVSCQTEKGSALHEAALFGKVDVVRVLLETGIDANIKDSLGRTVLDILKEHPSQKSLQIATLLQEYLEGVGRSTVLEEPVQE.... Result: 0 (no interaction).